This data is from Forward reaction prediction with 1.9M reactions from USPTO patents (1976-2016). The task is: Predict the product of the given reaction. (1) Given the reactants [C:1]([O:5][C:6](=[O:17])[C:7]1[CH:12]=[CH:11][C:10]([CH3:13])=[C:9]([N+:14]([O-])=O)[CH:8]=1)([CH3:4])([CH3:3])[CH3:2].O.NN, predict the reaction product. The product is: [C:1]([O:5][C:6](=[O:17])[C:7]1[CH:12]=[CH:11][C:10]([CH3:13])=[C:9]([NH2:14])[CH:8]=1)([CH3:4])([CH3:2])[CH3:3]. (2) Given the reactants [NH2:1][C:2]1[N:3]([CH3:26])[C:4](=[O:25])[C:5]([C:17]2[CH:18]=[C:19]([CH:22]=[CH:23][CH:24]=2)[CH:20]=O)([C:7]2[CH:12]=[CH:11][C:10]([O:13][CH:14]([F:16])[F:15])=[CH:9][CH:8]=2)[N:6]=1.[CH3:27][NH:28][CH3:29].C(O[BH-](OC(=O)C)OC(=O)C)(=O)C.[Na+].[OH-].[Na+], predict the reaction product. The product is: [NH2:1][C:2]1[N:3]([CH3:26])[C:4](=[O:25])[C:5]([C:7]2[CH:8]=[CH:9][C:10]([O:13][CH:14]([F:15])[F:16])=[CH:11][CH:12]=2)([C:17]2[CH:24]=[CH:23][CH:22]=[C:19]([CH2:20][N:28]([CH3:29])[CH3:27])[CH:18]=2)[N:6]=1.